From a dataset of M1 muscarinic receptor antagonist screen with 61,756 compounds. Binary Classification. Given a drug SMILES string, predict its activity (active/inactive) in a high-throughput screening assay against a specified biological target. (1) The drug is S(=O)(=O)(N1CCN(CC1)c1n2ncnc2nc(c1)c1ccccc1)c1ccccc1. The result is 0 (inactive). (2) The molecule is Clc1c(S(=O)(=O)N2CCN(CC2)Cc2cc3OCOc3cc2)cc(Cl)c(OC)c1. The result is 0 (inactive). (3) The compound is S(c1n(N)c(nn1)c1occc1)CC(=O)NCC(OCC)=O. The result is 0 (inactive). (4) The compound is o1c2c(c(C(=O)c3ccc(cc3)C)c1)cc(OCC(O)=O)cc2. The result is 0 (inactive). (5) The drug is S(=O)(=O)(N1CCN(CC1)C(=O)c1occc1)c1ccc(CC(C)C)cc1. The result is 0 (inactive).